Dataset: Full USPTO retrosynthesis dataset with 1.9M reactions from patents (1976-2016). Task: Predict the reactants needed to synthesize the given product. (1) Given the product [ClH:24].[NH2:8][C@@H:9]([CH:21]([CH3:23])[CH3:22])/[CH:10]=[C:11](\[CH2:17][CH2:18][CH2:19][CH3:20])/[C:12]([O:14][CH2:15][CH3:16])=[O:13], predict the reactants needed to synthesize it. The reactants are: C(OC([NH:8][C@@H:9]([CH:21]([CH3:23])[CH3:22])/[CH:10]=[C:11](\[CH2:17][CH2:18][CH2:19][CH3:20])/[C:12]([O:14][CH2:15][CH3:16])=[O:13])=O)(C)(C)C.[ClH:24]. (2) Given the product [OH:57][CH2:51][CH2:52][C:35]1[CH:36]=[CH:37][C:38]([O:24][C:23](=[O:25])[CH2:22][C:3]2[C:4]3[C:9](=[CH:8][CH:7]=[C:6]([O:20][CH3:21])[CH:5]=3)[N:10]([C:11](=[O:12])[C:13]3[CH:14]=[CH:15][C:16]([Cl:19])=[CH:17][CH:18]=3)[C:2]=2[CH3:1])=[CH:39][CH:40]=1, predict the reactants needed to synthesize it. The reactants are: [CH3:1][C:2]1[N:10]([C:11]([C:13]2[CH:14]=[CH:15][C:16]([Cl:19])=[CH:17][CH:18]=2)=[O:12])[C:9]2[CH:8]=[CH:7][C:6]([O:20][CH3:21])=[CH:5][C:4]=2[C:3]=1[CH2:22][C:23]([OH:25])=[O:24].[CH:35]1(N=C=N[CH:35]2[CH2:40][CH2:39][CH2:38][CH2:37][CH2:36]2)[CH2:40][CH2:39][CH2:38][CH2:37][CH2:36]1.ON1C2C=CC=CC=2N=N1.[C:51]1([OH:57])C=CC=C[CH:52]=1.